This data is from NCI-60 drug combinations with 297,098 pairs across 59 cell lines. The task is: Regression. Given two drug SMILES strings and cell line genomic features, predict the synergy score measuring deviation from expected non-interaction effect. (1) Drug 1: CS(=O)(=O)C1=CC(=C(C=C1)C(=O)NC2=CC(=C(C=C2)Cl)C3=CC=CC=N3)Cl. Drug 2: N.N.Cl[Pt+2]Cl. Cell line: MDA-MB-435. Synergy scores: CSS=-7.25, Synergy_ZIP=6.20, Synergy_Bliss=6.00, Synergy_Loewe=-3.86, Synergy_HSA=-2.10. (2) Drug 1: CNC(=O)C1=CC=CC=C1SC2=CC3=C(C=C2)C(=NN3)C=CC4=CC=CC=N4. Drug 2: CC(C)(C#N)C1=CC(=CC(=C1)CN2C=NC=N2)C(C)(C)C#N. Cell line: SF-268. Synergy scores: CSS=8.54, Synergy_ZIP=4.87, Synergy_Bliss=7.49, Synergy_Loewe=5.80, Synergy_HSA=5.04. (3) Drug 1: C1CC(=O)NC(=O)C1N2C(=O)C3=CC=CC=C3C2=O. Drug 2: CC1=C(C(=O)C2=C(C1=O)N3CC4C(C3(C2COC(=O)N)OC)N4)N. Cell line: SNB-19. Synergy scores: CSS=47.3, Synergy_ZIP=32.9, Synergy_Bliss=32.4, Synergy_Loewe=29.4, Synergy_HSA=29.2. (4) Drug 1: CCC1(CC2CC(C3=C(CCN(C2)C1)C4=CC=CC=C4N3)(C5=C(C=C6C(=C5)C78CCN9C7C(C=CC9)(C(C(C8N6C=O)(C(=O)OC)O)OC(=O)C)CC)OC)C(=O)OC)O.OS(=O)(=O)O. Drug 2: C1C(C(OC1N2C=NC(=NC2=O)N)CO)O. Cell line: RXF 393. Synergy scores: CSS=8.65, Synergy_ZIP=-2.68, Synergy_Bliss=0.403, Synergy_Loewe=-1.28, Synergy_HSA=0.305.